Dataset: Catalyst prediction with 721,799 reactions and 888 catalyst types from USPTO. Task: Predict which catalyst facilitates the given reaction. (1) Reactant: [C:1]([O:5][C:6]([NH:8][C@@H:9]([C:11]([OH:13])=O)[CH3:10])=[O:7])([CH3:4])([CH3:3])[CH3:2].[NH2:14][CH2:15][C@@H:16]([NH:24][C:25](=[O:34])[O:26][CH2:27][C:28]1[CH:33]=[CH:32][CH:31]=[CH:30][CH:29]=1)[CH2:17][C:18]1[CH:23]=[CH:22][CH:21]=[CH:20][CH:19]=1.CN(C(ON1N=NC2C=CC=CC1=2)=[N+](C)C)C.F[P-](F)(F)(F)(F)F.C(N(CC)CC)C. Product: [CH2:27]([O:26][C:25](=[O:34])[NH:24][C@@H:16]([CH2:17][C:18]1[CH:23]=[CH:22][CH:21]=[CH:20][CH:19]=1)[CH2:15][NH:14][C:11](=[O:13])[C@H:9]([NH:8][C:6]([O:5][C:1]([CH3:2])([CH3:3])[CH3:4])=[O:7])[CH3:10])[C:28]1[CH:29]=[CH:30][CH:31]=[CH:32][CH:33]=1. The catalyst class is: 18. (2) Product: [CH2:1]([O:3][C:4]([C:6]1([C:9]2[CH:10]=[CH:11][C:12]([C:15]3[CH:16]=[CH:17][C:18]([C:21]4[S:22][C:23]([Cl:29])=[CH:24][C:25]=4[NH:40][C:45]([O:39][C@@H:37]([C:34]4[CH:35]=[CH:36][C:31]([F:30])=[CH:32][CH:33]=4)[CH3:38])=[O:49])=[CH:19][CH:20]=3)=[CH:13][CH:14]=2)[CH2:8][CH2:7]1)=[O:5])[CH3:2]. Reactant: [CH2:1]([O:3][C:4]([C:6]1([C:9]2[CH:14]=[CH:13][C:12]([C:15]3[CH:20]=[CH:19][C:18]([C:21]4[S:22][C:23]([Cl:29])=[CH:24][C:25]=4C(=O)N)=[CH:17][CH:16]=3)=[CH:11][CH:10]=2)[CH2:8][CH2:7]1)=[O:5])[CH3:2].[F:30][C:31]1[CH:36]=[CH:35][C:34]([C@H:37]([OH:39])[CH3:38])=[CH:33][CH:32]=1.[N:40]1[CH:45]=CC=CC=1.FC(F)(F)C(OI(C1C=CC=CC=1)OC(=O)C(F)(F)F)=[O:49]. The catalyst class is: 11.